This data is from Retrosynthesis with 50K atom-mapped reactions and 10 reaction types from USPTO. The task is: Predict the reactants needed to synthesize the given product. (1) Given the product COc1ccc(C(=O)N2CCCC(Cc3ccccc3)C2)cc1F, predict the reactants needed to synthesize it. The reactants are: COc1ccc(C(=O)Cl)cc1F.c1ccc(CC2CCCNC2)cc1. (2) Given the product OC1CN(C2CNC2)C1, predict the reactants needed to synthesize it. The reactants are: CC(C)(C)OC(=O)N1CC(N2CC(O)C2)C1. (3) Given the product CCOc1ccc(C(=O)O)cc1, predict the reactants needed to synthesize it. The reactants are: CC(=O)[O-].O=C(O)c1ccc(O)cc1. (4) Given the product CCOC(=O)c1cnc(NCCOc2ccccc2)c(Cl)c1, predict the reactants needed to synthesize it. The reactants are: CCOC(=O)c1cnc(Cl)c(Cl)c1.NCCOc1ccccc1. (5) Given the product CS(=O)(=O)c1cc(Cl)cc(C(=O)O)c1, predict the reactants needed to synthesize it. The reactants are: COC(=O)c1cc(Cl)cc(S(C)(=O)=O)c1. (6) Given the product COC(=O)/C=C/c1c(N)ncnc1N1CCC(c2nc(-c3ccc(F)c(C(F)(F)F)c3)cn2C)CC1, predict the reactants needed to synthesize it. The reactants are: COC(=O)C=P(c1ccccc1)(c1ccccc1)c1ccccc1.Cn1cc(-c2ccc(F)c(C(F)(F)F)c2)nc1C1CCN(c2ncnc(N)c2C=O)CC1. (7) The reactants are: N#CC1(N(Cc2ccccc2)Cc2ccccc2)CCOC1. Given the product NCC1(N(Cc2ccccc2)Cc2ccccc2)CCOC1, predict the reactants needed to synthesize it.